The task is: Regression. Given a peptide amino acid sequence and an MHC pseudo amino acid sequence, predict their binding affinity value. This is MHC class I binding data.. This data is from Peptide-MHC class I binding affinity with 185,985 pairs from IEDB/IMGT. The peptide sequence is FPVTPQVPL. The MHC is HLA-A11:01 with pseudo-sequence HLA-A11:01. The binding affinity (normalized) is 0.